Dataset: Full USPTO retrosynthesis dataset with 1.9M reactions from patents (1976-2016). Task: Predict the reactants needed to synthesize the given product. (1) Given the product [CH2:11]([C:9]1[S:8][C:4]2[N:5]=[CH:6][N:7]=[C:2]([NH:15][CH:16]3[CH2:17][CH2:18][N:19]([C:22]([O:24][C:25]([CH3:28])([CH3:27])[CH3:26])=[O:23])[CH2:20][CH2:21]3)[C:3]=2[CH:10]=1)[CH:12]([CH3:14])[CH3:13], predict the reactants needed to synthesize it. The reactants are: Cl[C:2]1[C:3]2[CH:10]=[C:9]([CH2:11][CH:12]([CH3:14])[CH3:13])[S:8][C:4]=2[N:5]=[CH:6][N:7]=1.[NH2:15][CH:16]1[CH2:21][CH2:20][N:19]([C:22]([O:24][C:25]([CH3:28])([CH3:27])[CH3:26])=[O:23])[CH2:18][CH2:17]1. (2) Given the product [F:1][C:2]1[CH:7]=[CH:6][C:5]([C:8]2[N:9]=[C:10]([CH3:16])[NH:11][C:12]=2[C:13](=[S:32])[NH2:15])=[CH:4][CH:3]=1, predict the reactants needed to synthesize it. The reactants are: [F:1][C:2]1[CH:7]=[CH:6][C:5]([C:8]2[N:9]=[C:10]([CH3:16])[NH:11][C:12]=2[C:13]([NH2:15])=O)=[CH:4][CH:3]=1.COCCOC.COC1C=CC(P2(SP(C3C=CC(OC)=CC=3)(=S)S2)=[S:32])=CC=1. (3) Given the product [CH3:1][N:2]1[C:6]([CH2:7][NH:8][C:9]2[CH:10]=[C:11]([CH:24]=[CH:25][CH:26]=2)[C:12]([C:14]2[CH:22]=[C:21]3[C:17]([C:18](=[CH:28][OH:29])[C:19](=[O:23])[NH:20]3)=[CH:16][CH:15]=2)=[O:13])=[CH:5][C:4]([CH3:27])=[N:3]1, predict the reactants needed to synthesize it. The reactants are: [CH3:1][N:2]1[C:6]([CH2:7][NH:8][C:9]2[CH:10]=[C:11]([CH:24]=[CH:25][CH:26]=2)[C:12]([C:14]2[CH:22]=[C:21]3[C:17]([CH2:18][C:19](=[O:23])[NH:20]3)=[CH:16][CH:15]=2)=[O:13])=[CH:5][C:4]([CH3:27])=[N:3]1.[CH:28](OCC)=[O:29].[O-]CC.[Na+].Cl. (4) Given the product [CH3:1][N:2]1[CH2:3][CH2:4][N:5]([C:8]2[CH:9]=[CH:10][C:11]([NH:14][C:15]3[N:16]=[CH:17][C:18]4[C:24]5([S:40][CH2:36][CH2:37][CH2:38][S:39]5)[CH2:23][CH:22]5[C:26](=[O:35])[NH:27][CH2:28][C:29]6([CH2:34][CH2:33][CH2:32][CH2:31][CH2:30]6)[N:21]5[C:19]=4[N:20]=3)=[N:12][CH:13]=2)[CH2:6][CH2:7]1, predict the reactants needed to synthesize it. The reactants are: [CH3:1][N:2]1[CH2:7][CH2:6][N:5]([C:8]2[CH:9]=[CH:10][C:11]([NH:14][C:15]3[N:16]=[CH:17][C:18]4[C:24](=O)[CH2:23][CH:22]5[C:26](=[O:35])[NH:27][CH2:28][C:29]6([CH2:34][CH2:33][CH2:32][CH2:31][CH2:30]6)[N:21]5[C:19]=4[N:20]=3)=[N:12][CH:13]=2)[CH2:4][CH2:3]1.[CH2:36]([SH:40])[CH2:37][CH2:38][SH:39].C1(C)C=CC(S(O)(=O)=O)=CC=1. (5) Given the product [F:2][C:3]1[CH:8]=[CH:7][C:6]([NH:9][C:10]2[CH:15]=[CH:14][N:13]=[C:12]([NH:16][C:17]3[CH:22]=[CH:21][C:20]([S:23]([N:30]([CH2:27][CH:28]=[CH2:29])[CH:31]4[CH2:36][CH2:35][N:34]([CH3:37])[CH2:33][CH2:32]4)(=[O:25])=[O:24])=[CH:19][CH:18]=3)[N:11]=2)=[CH:5][CH:4]=1, predict the reactants needed to synthesize it. The reactants are: Cl.[F:2][C:3]1[CH:8]=[CH:7][C:6]([NH:9][C:10]2[CH:15]=[CH:14][N:13]=[C:12]([NH:16][C:17]3[CH:22]=[CH:21][C:20]([S:23](Cl)(=[O:25])=[O:24])=[CH:19][CH:18]=3)[N:11]=2)=[CH:5][CH:4]=1.[CH2:27]([NH:30][CH:31]1[CH2:36][CH2:35][N:34]([CH3:37])[CH2:33][CH2:32]1)[CH:28]=[CH2:29]. (6) Given the product [F:39][C:34]1[CH:35]=[CH:36][CH:37]=[CH:38][C:33]=1[CH2:32][N:28]1[C:29]2[C:25](=[CH:24][C:23]([NH:22][C:7](=[O:9])[CH2:6][CH:2]3[CH2:3][CH2:4][CH2:5][O:1]3)=[CH:31][CH:30]=2)[CH:26]=[C:27]1[C:40]([NH:42][C:43]1[CH:44]=[CH:45][C:46]([NH:49][C:50](=[O:56])[O:51][C:52]([CH3:55])([CH3:54])[CH3:53])=[CH:47][CH:48]=1)=[O:41], predict the reactants needed to synthesize it. The reactants are: [O:1]1[CH2:5][CH2:4][CH2:3][CH:2]1[CH2:6][C:7]([OH:9])=O.CN(C)CCCN=C=NCC.Cl.[NH2:22][C:23]1[CH:24]=[C:25]2[C:29](=[CH:30][CH:31]=1)[N:28]([CH2:32][C:33]1[CH:38]=[CH:37][CH:36]=[CH:35][C:34]=1[F:39])[C:27]([C:40]([NH:42][C:43]1[CH:48]=[CH:47][C:46]([NH:49][C:50](=[O:56])[O:51][C:52]([CH3:55])([CH3:54])[CH3:53])=[CH:45][CH:44]=1)=[O:41])=[CH:26]2. (7) Given the product [CH3:1][S:2][C:3]1[N:4]=[CH:5][C:6]2[CH2:12][N:11]([C:13]3[N:18]=[C:17]([C:19]([NH:27][C:26]4[CH:28]=[CH:29][CH:30]=[C:24]([C:23]([F:22])([F:31])[F:32])[CH:25]=4)=[O:21])[CH:16]=[CH:15][CH:14]=3)[CH2:10][CH2:9][C:7]=2[N:8]=1, predict the reactants needed to synthesize it. The reactants are: [CH3:1][S:2][C:3]1[N:4]=[CH:5][C:6]2[CH2:12][N:11]([C:13]3[N:18]=[C:17]([C:19]([OH:21])=O)[CH:16]=[CH:15][CH:14]=3)[CH2:10][CH2:9][C:7]=2[N:8]=1.[F:22][C:23]([F:32])([F:31])[C:24]1[CH:25]=[C:26]([CH:28]=[CH:29][CH:30]=1)[NH2:27].